This data is from NCI-60 drug combinations with 297,098 pairs across 59 cell lines. The task is: Regression. Given two drug SMILES strings and cell line genomic features, predict the synergy score measuring deviation from expected non-interaction effect. (1) Drug 1: CC1CCC2CC(C(=CC=CC=CC(CC(C(=O)C(C(C(=CC(C(=O)CC(OC(=O)C3CCCCN3C(=O)C(=O)C1(O2)O)C(C)CC4CCC(C(C4)OC)O)C)C)O)OC)C)C)C)OC. Drug 2: COC1=C2C(=CC3=C1OC=C3)C=CC(=O)O2. Cell line: HOP-62. Synergy scores: CSS=16.3, Synergy_ZIP=-5.01, Synergy_Bliss=-4.68, Synergy_Loewe=-17.9, Synergy_HSA=-6.93. (2) Drug 1: CC12CCC(CC1=CCC3C2CCC4(C3CC=C4C5=CN=CC=C5)C)O. Drug 2: C1=CN(C=N1)CC(O)(P(=O)(O)O)P(=O)(O)O. Cell line: SNB-75. Synergy scores: CSS=-0.732, Synergy_ZIP=-2.71, Synergy_Bliss=-1.34, Synergy_Loewe=-4.87, Synergy_HSA=-2.90. (3) Drug 2: C1CC(=O)NC(=O)C1N2C(=O)C3=CC=CC=C3C2=O. Drug 1: C1CN1P(=S)(N2CC2)N3CC3. Synergy scores: CSS=9.43, Synergy_ZIP=-6.20, Synergy_Bliss=-0.557, Synergy_Loewe=-15.4, Synergy_HSA=-2.07. Cell line: CAKI-1. (4) Drug 1: CCC1=CC2CC(C3=C(CN(C2)C1)C4=CC=CC=C4N3)(C5=C(C=C6C(=C5)C78CCN9C7C(C=CC9)(C(C(C8N6C)(C(=O)OC)O)OC(=O)C)CC)OC)C(=O)OC.C(C(C(=O)O)O)(C(=O)O)O. Drug 2: C1=NC2=C(N=C(N=C2N1C3C(C(C(O3)CO)O)O)F)N. Cell line: MCF7. Synergy scores: CSS=16.0, Synergy_ZIP=-0.885, Synergy_Bliss=-1.95, Synergy_Loewe=-31.5, Synergy_HSA=-3.26.